From a dataset of Forward reaction prediction with 1.9M reactions from USPTO patents (1976-2016). Predict the product of the given reaction. (1) Given the reactants [NH2:1][C:2]1[C:3]2[S:10][CH:9]=[C:8]([C:11]([NH:13][C:14]3[CH:15]=[C:16]([CH:20]=[CH:21][C:22]=3[CH3:23])[C:17](O)=[O:18])=[O:12])[C:4]=2[N:5]=[CH:6][N:7]=1.[CH3:24][O:25][C:26]1[CH:27]=[C:28]([CH:30]=[C:31]([O:33][CH3:34])[CH:32]=1)[NH2:29], predict the reaction product. The product is: [NH2:1][C:2]1[C:3]2[S:10][CH:9]=[C:8]([C:11]([NH:13][C:14]3[CH:15]=[C:16]([C:17](=[O:18])[NH:29][C:28]4[CH:30]=[C:31]([O:33][CH3:34])[CH:32]=[C:26]([O:25][CH3:24])[CH:27]=4)[CH:20]=[CH:21][C:22]=3[CH3:23])=[O:12])[C:4]=2[N:5]=[CH:6][N:7]=1. (2) Given the reactants [OH:1][CH2:2][C:3]1[C:7]([CH2:8][O:9][C:10]2[CH:15]=[CH:14][C:13]([C:16]3[CH:17]=[C:18]4[C:23](=[CH:24][CH:25]=3)[N:22]=[C:21]([C:26]([O:28][CH3:29])=[O:27])[CH:20]=[CH:19]4)=[CH:12][CH:11]=2)=[C:6]([CH:30]([CH3:32])[CH3:31])[O:5][N:4]=1.[CH3:33][C:34]1[CH:39]=[CH:38][CH:37]=[C:36]([CH3:40])[C:35]=1O.C1(P(C2C=CC=CC=2)C2C=CC=CC=2)C=CC=CC=1.N(C(OC(C)C)=O)=NC(OC(C)C)=O, predict the reaction product. The product is: [CH3:33][C:34]1[CH:39]=[CH:38][CH:37]=[C:36]([CH3:40])[C:35]=1[O:1][CH2:2][C:3]1[C:7]([CH2:8][O:9][C:10]2[CH:15]=[CH:14][C:13]([C:16]3[CH:17]=[C:18]4[C:23](=[CH:24][CH:25]=3)[N:22]=[C:21]([C:26]([O:28][CH3:29])=[O:27])[CH:20]=[CH:19]4)=[CH:12][CH:11]=2)=[C:6]([CH:30]([CH3:32])[CH3:31])[O:5][N:4]=1. (3) Given the reactants O.[OH-].[Li+].[F:4][C:5]([F:32])([F:31])[C:6]1[N:10]2[N:11]=[C:12]([N:15]3[CH2:20][CH2:19][CH:18]([C:21]4[CH:30]=[CH:29][C:24]([C:25]([O:27]C)=[O:26])=[CH:23][CH:22]=4)[CH2:17][CH2:16]3)[CH:13]=[CH:14][C:9]2=[N:8][N:7]=1, predict the reaction product. The product is: [F:32][C:5]([F:4])([F:31])[C:6]1[N:10]2[N:11]=[C:12]([N:15]3[CH2:20][CH2:19][CH:18]([C:21]4[CH:30]=[CH:29][C:24]([C:25]([OH:27])=[O:26])=[CH:23][CH:22]=4)[CH2:17][CH2:16]3)[CH:13]=[CH:14][C:9]2=[N:8][N:7]=1. (4) Given the reactants Cl[C:2]1[C:11]2[C:6](=[C:7]([O:12][CH3:13])[CH:8]=[CH:9][CH:10]=2)[CH:5]=[C:4]([NH:14][C:15]2[CH:19]=[C:18]([CH3:20])[NH:17][N:16]=2)[N:3]=1.[NH2:21][C:22]1[CH:29]=[CH:28][C:25]([C:26]#[N:27])=[CH:24][CH:23]=1, predict the reaction product. The product is: [CH3:20][C:18]1[NH:17][N:16]=[C:15]([NH:14][C:4]2[N:3]=[C:2]([NH:21][C:22]3[CH:29]=[CH:28][C:25]([C:26]#[N:27])=[CH:24][CH:23]=3)[C:11]3[C:6]([CH:5]=2)=[C:7]([O:12][CH3:13])[CH:8]=[CH:9][CH:10]=3)[CH:19]=1. (5) Given the reactants [CH2:1]1[C:3]2([NH:9][CH2:8][CH2:7][CH2:6][N:5]([C:10]3[C:11]4[CH:18]=[CH:17][NH:16][C:12]=4[N:13]=[CH:14][N:15]=3)[CH2:4]2)[CH2:2]1.C(N(CC)CC)C.[C:26]1([CH3:36])[CH:31]=[CH:30][C:29]([S:32](Cl)(=[O:34])=[O:33])=[CH:28][CH:27]=1, predict the reaction product. The product is: [C:26]1([CH3:36])[CH:31]=[CH:30][C:29]([S:32]([N:9]2[C:3]3([CH2:2][CH2:1]3)[CH2:4][N:5]([C:10]3[C:11]4[CH:18]=[CH:17][NH:16][C:12]=4[N:13]=[CH:14][N:15]=3)[CH2:6][CH2:7][CH2:8]2)(=[O:34])=[O:33])=[CH:28][CH:27]=1. (6) Given the reactants C[Mg]Br.[CH3:4][C:5]1[CH:10]=[C:9]([CH3:11])[CH:8]=[CH:7][C:6]=1/[CH:12]=[N:13]/[S:14]([C:16]([CH3:19])([CH3:18])[CH3:17])=[O:15].[Cl-].[NH4+].[CH2:22](Cl)Cl, predict the reaction product. The product is: [CH3:4][C:5]1[CH:10]=[C:9]([CH3:11])[CH:8]=[CH:7][C:6]=1[CH:12]([NH:13][S:14]([C:16]([CH3:19])([CH3:18])[CH3:17])=[O:15])[CH3:22]. (7) The product is: [CH:1]([NH:3][C:4]1[S:5][C:6]([Cl:16])=[C:7]([C:9](=[O:15])[C:10]([OH:12])=[O:11])[N:8]=1)=[O:2]. Given the reactants [CH:1]([NH:3][C:4]1[S:5][C:6]([Cl:16])=[C:7]([C:9](=[O:15])[C:10]([O:12]CC)=[O:11])[N:8]=1)=[O:2].[OH-].[Na+].Cl, predict the reaction product.